From a dataset of Full USPTO retrosynthesis dataset with 1.9M reactions from patents (1976-2016). Predict the reactants needed to synthesize the given product. Given the product [Cl:7][C:8]1[C:20]2[C:19]3[C:14](=[CH:15][CH:16]=[CH:17][CH:18]=3)[C:13]([C:25]([F:28])([F:27])[F:26])([O:21][CH2:34][C:35]([OH:37])=[O:36])[C:12]=2[CH:11]=[C:10]([CH3:22])[CH:9]=1, predict the reactants needed to synthesize it. The reactants are: C(=O)([O-])[O-].[K+].[K+].[Cl:7][C:8]1[C:20]2[C:19]3[C:14](=[CH:15][CH:16]=[CH:17][CH:18]=3)[C:13](=[O:21])[C:12]=2[CH:11]=[C:10]([CH3:22])[CH:9]=1.C[Si](C)(C)[C:25]([F:28])([F:27])[F:26].[F-].[Cs+].Br[CH2:34][C:35]([O:37]CC)=[O:36].